Predict the product of the given reaction. From a dataset of Forward reaction prediction with 1.9M reactions from USPTO patents (1976-2016). (1) Given the reactants [F:1][C:2]1([F:13])[CH2:7][CH2:6][CH:5]([C:8](OCC)=[O:9])[CH2:4][CH2:3]1.[H-].[Al+3].[Li+].[H-].[H-].[H-].[OH-].[Na+].[O-]S([O-])(=O)=O.[Na+].[Na+], predict the reaction product. The product is: [F:1][C:2]1([F:13])[CH2:7][CH2:6][CH:5]([CH2:8][OH:9])[CH2:4][CH2:3]1. (2) The product is: [CH3:5][C:4]1[N:6]=[C:7]([C:8]2[CH:13]=[CH:12][CH:11]=[CH:10][CH:9]=2)[N:24]([C:21]2[CH:22]=[CH:23][C:18]([S:17][CH3:16])=[CH:19][CH:20]=2)[N:25]=1. Given the reactants C(O[C:4](=[N:6][C:7](=O)[C:8]1[CH:13]=[CH:12][CH:11]=[CH:10][CH:9]=1)[CH3:5])C.Cl.[CH3:16][S:17][C:18]1[CH:23]=[CH:22][C:21]([NH:24][NH2:25])=[CH:20][CH:19]=1.C(N(CC)CC)C.O, predict the reaction product. (3) Given the reactants [CH3:1][O:2][C:3]1[CH:4]=[C:5]([CH:7]=[CH:8][C:9]=1[O:10][CH3:11])[NH2:6].[Br:12][C:13]1[CH:14]=[C:15]([S:19](Cl)(=[O:21])=[O:20])[CH:16]=[CH:17][CH:18]=1.CCN(CC)CC.O, predict the reaction product. The product is: [Br:12][C:13]1[CH:14]=[C:15]([S:19]([NH:6][C:5]2[CH:7]=[CH:8][C:9]([O:10][CH3:11])=[C:3]([O:2][CH3:1])[CH:4]=2)(=[O:21])=[O:20])[CH:16]=[CH:17][CH:18]=1. (4) Given the reactants [Mg].[CH3:2][C:3]1[CH:10]=[CH:9][C:6]([CH2:7]Cl)=[CH:5][CH:4]=1.CON(C)[C:14]([C:16]1[CH:21]=[CH:20][CH:19]=[C:18]([CH3:22])[N:17]=1)=[O:15], predict the reaction product. The product is: [CH3:22][C:18]1[N:17]=[C:16]([C:14](=[O:15])[CH2:7][C:6]2[CH:9]=[CH:10][C:3]([CH3:2])=[CH:4][CH:5]=2)[CH:21]=[CH:20][CH:19]=1. (5) Given the reactants [C:1]([C@H:5]1[CH2:10][CH2:9][C@H:8]([NH:11][C:12]2[N:13]=[CH:14][C:15]3[C:20]([CH:21]=2)=[CH:19][C:18]([C:22]([O:24][CH3:25])=[O:23])=[CH:17][CH:16]=3)[CH2:7][CH2:6]1)([CH3:4])([CH3:3])[CH3:2].C1C(=O)N([Cl:33])C(=O)C1, predict the reaction product. The product is: [C:1]([C@H:5]1[CH2:10][CH2:9][C@H:8]([NH:11][C:12]2[N:13]=[CH:14][C:15]3[C:20]([C:21]=2[Cl:33])=[CH:19][C:18]([C:22]([O:24][CH3:25])=[O:23])=[CH:17][CH:16]=3)[CH2:7][CH2:6]1)([CH3:4])([CH3:2])[CH3:3].